Dataset: Full USPTO retrosynthesis dataset with 1.9M reactions from patents (1976-2016). Task: Predict the reactants needed to synthesize the given product. Given the product [CH3:43][C:40]1[CH:41]=[CH:42][C:37]([S:34]([N:31]2[C:28]3=[N:29][CH:30]=[C:25]([C:16]4[CH:15]=[C:14]([NH2:23])[C:13]5[CH:12]=[N:11][N:10]([S:7]([C:1]6[CH:6]=[CH:5][CH:4]=[CH:3][CH:2]=6)(=[O:9])=[O:8])[C:18]=5[CH:17]=4)[CH:26]=[C:27]3[CH:33]=[N:32]2)(=[O:36])=[O:35])=[CH:38][CH:39]=1, predict the reactants needed to synthesize it. The reactants are: [C:1]1([S:7]([N:10]2[C:18]3[CH:17]=[C:16]([Sn](C)(C)C)[CH:15]=[C:14]([NH2:23])[C:13]=3[CH:12]=[N:11]2)(=[O:9])=[O:8])[CH:6]=[CH:5][CH:4]=[CH:3][CH:2]=1.Br[C:25]1[CH:26]=[C:27]2[CH:33]=[N:32][N:31]([S:34]([C:37]3[CH:42]=[CH:41][C:40]([CH3:43])=[CH:39][CH:38]=3)(=[O:36])=[O:35])[C:28]2=[N:29][CH:30]=1.